From a dataset of Forward reaction prediction with 1.9M reactions from USPTO patents (1976-2016). Predict the product of the given reaction. (1) Given the reactants C(OC([NH:8][C@@H:9]1[C:23](=[O:24])[N:22]2[CH2:25][C@H:26]([O:28][C:29]3[N:30]=[C:31]4[C:36](=[C:37]5[C:42]=3[CH:41]=[CH:40][CH:39]=[CH:38]5)[CH:35]=[CH:34][CH:33]=[CH:32]4)[CH2:27][C@H:21]2[C:20](=[O:43])[NH:19][C@:18]2([C:45]([O:47][CH2:48][CH3:49])=[O:46])[CH2:44][C@H:17]2[CH:16]=[CH:15][CH2:14][CH2:13][CH2:12][CH2:11][CH2:10]1)=O)(C)(C)C.[ClH:50].O1CCOCC1, predict the reaction product. The product is: [NH2:8][C@@H:9]1[C:23](=[O:24])[N:22]2[CH2:25][C@H:26]([O:28][C:29]3[N:30]=[C:31]4[C:36](=[C:37]5[C:42]=3[CH:41]=[CH:40][CH:39]=[CH:38]5)[CH:35]=[CH:34][CH:33]=[CH:32]4)[CH2:27][C@H:21]2[C:20](=[O:43])[NH:19][C@:18]2([C:45]([O:47][CH2:48][CH3:49])=[O:46])[CH2:44][C@H:17]2[CH:16]=[CH:15][CH2:14][CH2:13][CH2:12][CH2:11][CH2:10]1.[ClH:50]. (2) Given the reactants [CH3:1][C:2]1[CH:3]=[C:4]([NH:13][C:14]2[N:19]=[C:18]([C:20]([F:23])([F:22])[F:21])[CH:17]=[CH:16][N:15]=2)[CH:5]=[C:6]([C:8]2[CH:9]=[N:10][NH:11][CH:12]=2)[CH:7]=1.Br[CH2:25][C:26]([CH3:28])=[CH2:27].C(=O)([O-])[O-].[Cs+].[Cs+].CC(N(C)C)=O, predict the reaction product. The product is: [CH3:1][C:2]1[CH:3]=[C:4]([NH:13][C:14]2[N:19]=[C:18]([C:20]([F:21])([F:23])[F:22])[CH:17]=[CH:16][N:15]=2)[CH:5]=[C:6]([C:8]2[CH:9]=[N:10][N:11]([CH2:27][C:26]([CH3:28])=[CH2:25])[CH:12]=2)[CH:7]=1.